Dataset: Reaction yield outcomes from USPTO patents with 853,638 reactions. Task: Predict the reaction yield, written as a fraction of the theoretical maximum amount of product (1.0 means a 100% yield; for example, 0.34 means a 34% yield). (1) The reactants are [NH2:1][C:2]1[NH:6][CH:5]=[N:4][C:3]=1[C:7](N)=[O:8].S(=O)(=O)(O)[OH:11].[CH2:15](O)[CH3:16]. No catalyst specified. The product is [NH2:1][C:2]1[NH:6][CH:5]=[N:4][C:3]=1[C:7]([O:8][CH2:15][CH3:16])=[O:11]. The yield is 0.540. (2) The reactants are C(OC([N:8]1[CH:17]([CH:18]([OH:36])[CH:19]([O:21][C:22](=[O:35])[CH:23]([NH:27]C(OC(C)(C)C)=O)[CH:24]([CH3:26])[CH3:25])[CH3:20])[CH2:16][NH:15][C:14]2[NH:13][C:12]([N:37]=CN(C)C)=[N:11][C:10](=[O:42])[C:9]1=2)=O)(C)(C)C.[ClH:43].O1CCOCC1. The catalyst is O1CCOCC1. The product is [ClH:43].[ClH:43].[NH2:37][C:12]1[NH:11][C:10](=[O:42])[C:9]2[NH:8][CH:17]([CH:18]([OH:36])[CH:19]([O:21][C:22](=[O:35])[CH:23]([NH2:27])[CH:24]([CH3:25])[CH3:26])[CH3:20])[CH2:16][NH:15][C:14]=2[N:13]=1. The yield is 0.730. (3) The yield is 0.160. The product is [NH2:26][CH:23]1[CH2:24][CH2:25][N:21]([C:18]2[N:19]=[CH:20][C:15]([NH:14][C:13]3[C:12]4[C:7](=[CH:8][CH:9]=[C:10]([C:40]5[CH:39]=[C:38]([F:51])[C:37]([OH:52])=[C:36]([Cl:35])[CH:41]=5)[CH:11]=4)[N:6]=[CH:5][C:4]=3[C:1](=[O:3])[CH3:2])=[CH:16][CH:17]=2)[CH2:22]1. No catalyst specified. The reactants are [C:1]([C:4]1[CH:5]=[N:6][C:7]2[C:12]([C:13]=1[NH:14][C:15]1[CH:16]=[CH:17][C:18]([N:21]3[CH2:25][CH2:24][CH:23]([NH:26]C(=O)OC(C)(C)C)[CH2:22]3)=[N:19][CH:20]=1)=[CH:11][C:10](Br)=[CH:9][CH:8]=2)(=[O:3])[CH3:2].[Cl:35][C:36]1[CH:41]=[C:40](B2OC(C)(C)C(C)(C)O2)[CH:39]=[C:38]([F:51])[C:37]=1[OH:52]. (4) The reactants are [F:1][C:2]1[CH:3]=[C:4]([CH:8]=[C:9]([Br:11])[CH:10]=1)[CH:5]=[N:6]O. The catalyst is C(#N)C.C([O-])(=O)C.[Cu+2].C([O-])(=O)C. The product is [F:1][C:2]1[CH:3]=[C:4]([CH:8]=[C:9]([Br:11])[CH:10]=1)[C:5]#[N:6]. The yield is 0.890.